This data is from Forward reaction prediction with 1.9M reactions from USPTO patents (1976-2016). The task is: Predict the product of the given reaction. (1) Given the reactants [F:1][C:2]([F:15])([F:14])[O:3][C:4]1[CH:5]=[C:6]2[C:10](=[CH:11][CH:12]=1)[C:9](=[O:13])[CH2:8][CH2:7]2.CO, predict the reaction product. The product is: [F:1][C:2]([F:14])([F:15])[O:3][C:4]1[CH:5]=[C:6]2[C:10](=[CH:11][CH:12]=1)[CH:9]([OH:13])[CH2:8][CH2:7]2. (2) Given the reactants [CH3:1][C:2]1[N:3]=[C:4]([C:9]2[CH:14]=[CH:13][C:12]([C:15]([F:18])([F:17])[F:16])=[CH:11][CH:10]=2)[S:5][C:6]=1[CH:7]=[O:8].[CH3:19][Mg]Br, predict the reaction product. The product is: [CH3:1][C:2]1[N:3]=[C:4]([C:9]2[CH:10]=[CH:11][C:12]([C:15]([F:18])([F:16])[F:17])=[CH:13][CH:14]=2)[S:5][C:6]=1[CH:7]([OH:8])[CH3:19]. (3) The product is: [Cl:27][C:25]1[C:24]([CH3:28])=[C:23]([C:29]2[CH:30]=[N:31][N:32]([CH:34]3[CH2:35][CH2:36][NH:37][CH2:38][CH2:39]3)[CH:33]=2)[C:22]([O:47][CH3:48])=[C:21]([CH:19]([N:15]2[C:11]3=[N:12][CH:13]=[N:14][C:9]([NH2:8])=[C:10]3[C:17]([CH3:18])=[N:16]2)[CH3:20])[CH:26]=1. Given the reactants C(O)(C(F)(F)F)=O.[NH2:8][C:9]1[N:14]=[CH:13][N:12]=[C:11]2[N:15]([CH:19]([C:21]3[C:22]([O:47][CH3:48])=[C:23]([C:29]4[CH:30]=[N:31][N:32]([CH:34]5[CH2:39][CH2:38][N:37](C(OC(C)(C)C)=O)[CH2:36][CH2:35]5)[CH:33]=4)[C:24]([CH3:28])=[C:25]([Cl:27])[CH:26]=3)[CH3:20])[N:16]=[C:17]([CH3:18])[C:10]=12, predict the reaction product. (4) Given the reactants NCC([P:6](=[O:15])([OH:14])[O:7][C:8]1[CH:13]=CC=CC=1)(C)C.[C:16](O)(=O)[CH:17](C)O.C(O)(C)C.F[P-](F)(F)(F)(F)F.[N:33]1(O[P+](N2CCCC2)(N2CCCC2)N2CCCC2)[C:37]2C=[CH:39][CH:40]=[CH:41][C:36]=2N=N1.C(N(C(C)C)CC)(C)C, predict the reaction product. The product is: [NH:33]1[CH:39]=[CH:40][CH2:41][CH2:36][CH2:37]1.[PH:6](=[O:15])([O:7][CH2:8][CH3:13])[O:14][CH2:16][CH3:17]. (5) Given the reactants [CH2:1]([N:5]1[C:9]([NH:10][C:11](=[O:23])[C:12]2[CH:17]=[C:16]([C:18]([F:21])([F:20])[F:19])[CH:15]=[CH:14][C:13]=2[F:22])=[CH:8][C:7]([C:24]([CH3:27])([CH3:26])[CH3:25])=[N:6]1)[CH2:2][CH2:3][CH3:4].F[C:29](F)(F)S(OC)(=O)=O.[NH4+].[OH-], predict the reaction product. The product is: [CH2:1]([N:5]1[N:6]([CH3:29])[C:7]([C:24]([CH3:26])([CH3:25])[CH3:27])=[CH:8]/[C:9]/1=[N:10]\[C:11](=[O:23])[C:12]1[CH:17]=[C:16]([C:18]([F:19])([F:21])[F:20])[CH:15]=[CH:14][C:13]=1[F:22])[CH2:2][CH2:3][CH3:4].